Dataset: Full USPTO retrosynthesis dataset with 1.9M reactions from patents (1976-2016). Task: Predict the reactants needed to synthesize the given product. (1) Given the product [NH2:11][C@H:12]([CH2:16][O:17][CH:18]([CH3:21])[CH2:19][Cl:20])[C:13]([OH:15])=[O:14], predict the reactants needed to synthesize it. The reactants are: C(OC([NH:11][C@H:12]([CH2:16][O:17][CH:18]([CH3:21])[CH2:19][Cl:20])[C:13]([OH:15])=[O:14])=O)C1C=CC=CC=1. (2) The reactants are: Br[C:2]1[CH:7]=[CH:6][C:5]([N:8]2[C:12]3[CH:13]=[CH:14][CH:15]=[CH:16][C:11]=3[N:10]=[C:9]2[C:17]2[CH:22]=[CH:21][CH:20]=[CH:19][CH:18]=2)=[CH:4][CH:3]=1.[CH:23]1[C:32]2[C:27](=[CH:28][CH:29]=[CH:30][CH:31]=2)[CH:26]=[CH:25][C:24]=1[C:33]1[C:34]2[C:39]([C:40]([C:50]3[CH:59]=[CH:58][C:57]4[C:52](=[CH:53][CH:54]=[CH:55][CH:56]=4)[CH:51]=3)=[C:41]3[C:46]=1[CH:45]=[C:44](B(O)O)[CH:43]=[CH:42]3)=[CH:38][CH:37]=[CH:36][CH:35]=2.C(=O)([O-])[O-].[Na+].[Na+]. Given the product [CH:23]1[C:32]2[C:27](=[CH:28][CH:29]=[CH:30][CH:31]=2)[CH:26]=[CH:25][C:24]=1[C:33]1[C:34]2[C:39]([C:40]([C:50]3[CH:59]=[CH:58][C:57]4[C:52](=[CH:53][CH:54]=[CH:55][CH:56]=4)[CH:51]=3)=[C:41]3[C:46]=1[CH:45]=[C:44]([C:2]1[CH:3]=[CH:4][C:5]([N:8]4[C:12]5[CH:13]=[CH:14][CH:15]=[CH:16][C:11]=5[N:10]=[C:9]4[C:17]4[CH:22]=[CH:21][CH:20]=[CH:19][CH:18]=4)=[CH:6][CH:7]=1)[CH:43]=[CH:42]3)=[CH:38][CH:37]=[CH:36][CH:35]=2, predict the reactants needed to synthesize it. (3) Given the product [Cl:19][C:9]1[C:10]([CH3:18])=[C:11]([S:14]([NH:17][C:48]2[N:49]=[C:44]([NH:43][C:32]([CH:28]3[CH2:29][CH2:30][CH2:31][NH:27]3)=[O:34])[CH:45]=[CH:46][CH:47]=2)(=[O:15])=[O:16])[CH:12]=[CH:13][CH:8]=1, predict the reactants needed to synthesize it. The reactants are: NC1N=C([C:8]2[CH:13]=[CH:12][C:11]([S:14]([NH2:17])(=[O:16])=[O:15])=[C:10]([CH3:18])[C:9]=2[Cl:19])C=CC=1.C(OC([N:27]1[CH2:31][CH2:30][CH2:29][CH:28]1[C:32]([OH:34])=O)=O)(C)(C)C.CN(C(O[N:43]1N=N[C:45]2[CH:46]=[CH:47][CH:48]=[N:49][C:44]1=2)=[N+](C)C)C.F[P-](F)(F)(F)(F)F.Cl. (4) Given the product [C:1]([C:3]1[CH:4]=[C:5]2[C:10](=[CH:11][C:12]=1[O:13][CH2:14][CH:15]1[CH2:20][CH2:19][N:18]([C:21]([O:23][C:24]([CH3:27])([CH3:26])[CH3:25])=[O:22])[CH2:17][CH2:16]1)[N:9]=[CH:8][CH:7]=[C:6]2[O:28][C:29]1[CH:34]=[CH:33][C:32]([NH:35][C:36]([NH:49][CH:46]2[CH2:48][CH2:47]2)=[O:38])=[C:31]([F:45])[CH:30]=1)#[N:2], predict the reactants needed to synthesize it. The reactants are: [C:1]([C:3]1[CH:4]=[C:5]2[C:10](=[CH:11][C:12]=1[O:13][CH2:14][CH:15]1[CH2:20][CH2:19][N:18]([C:21]([O:23][C:24]([CH3:27])([CH3:26])[CH3:25])=[O:22])[CH2:17][CH2:16]1)[N:9]=[CH:8][CH:7]=[C:6]2[O:28][C:29]1[CH:34]=[CH:33][C:32]([NH:35][C:36]([O:38]C2C=CC=CC=2)=O)=[C:31]([F:45])[CH:30]=1)#[N:2].[CH:46]1([NH2:49])[CH2:48][CH2:47]1.